This data is from Reaction yield outcomes from USPTO patents with 853,638 reactions. The task is: Predict the reaction yield, written as a fraction of the theoretical maximum amount of product (1.0 means a 100% yield; for example, 0.34 means a 34% yield). (1) The reactants are FC(F)(F)C(O)=O.[Cl:8][C:9]1[CH:14]=[CH:13][C:12]([CH:15]([NH:20][C:21]([C:23]2([NH:38]C(=O)OC(C)(C)C)[CH2:28][CH2:27][N:26]([C:29]3[C:30]4[CH:37]=[CH:36][NH:35][C:31]=4[N:32]=[CH:33][N:34]=3)[CH2:25][CH2:24]2)=[O:22])[CH2:16][CH2:17][CH2:18][OH:19])=[CH:11][CH:10]=1. The catalyst is CO. The product is [NH2:38][C:23]1([C:21]([NH:20][CH:15]([C:12]2[CH:11]=[CH:10][C:9]([Cl:8])=[CH:14][CH:13]=2)[CH2:16][CH2:17][CH2:18][OH:19])=[O:22])[CH2:24][CH2:25][N:26]([C:29]2[C:30]3[CH:37]=[CH:36][NH:35][C:31]=3[N:32]=[CH:33][N:34]=2)[CH2:27][CH2:28]1. The yield is 0.508. (2) The reactants are C[C:2]([CH3:5])([O-:4])C.[K+].[F:7][C:8]([F:31])([F:30])[C:9]1[CH:14]=[CH:13][C:12]([C:15]([C:20]2[CH:25]=[CH:24][C:23]([C:26]([F:29])([F:28])[F:27])=[CH:22][CH:21]=2)=[CH:16]C(=O)C)=[CH:11][CH:10]=1.[Cl-].[NH4+].[CH2:34]1[CH2:38][O:37][CH2:36][CH2:35]1. No catalyst specified. The product is [F:7][C:8]([F:30])([F:31])[C:9]1[CH:10]=[CH:11][C:12]([C:15]([C:20]2[CH:25]=[CH:24][C:23]([C:26]([F:29])([F:28])[F:27])=[CH:22][CH:21]=2)=[CH:16]/[C:34](/[CH3:38])=[CH:35]/[C:36]([O:4][CH2:2][CH3:5])=[O:37])=[CH:13][CH:14]=1. The yield is 0.730. (3) The reactants are C([O:8][C:9](=[O:61])[CH2:10][O:11][C:12]1[C:17]2[C@@:18]3([OH:55])[C@@:31]([O:35][CH3:36])([C@H:32]([OH:34])[CH2:33][C:16]=2[CH:15]=[C:14]([CH3:56])[C:13]=1[C:57]([O:59][CH3:60])=[O:58])[C:30](=[O:37])[C:29]1[C:20](=[CH:21][C:22]2[C:23](=[O:53])[C:24]([NH:40][C@@H:41]4[C@H:46]([O:47][CH3:48])[C@H:45]([OH:49])[C@@H:44]([O:50][CH3:51])[C@H:43]([CH3:52])[O:42]4)=[CH:25][C:26](=[O:39])[C:27]=2[C:28]=1[OH:38])[C:19]3=[O:54])C1C=CC=CC=1. The catalyst is C1COCC1. The product is [OH:34][C@H:32]1[C@:31]2([O:35][CH3:36])[C@@:18]([OH:55])([C:19](=[O:54])[C:20]3[C:29]([C:30]2=[O:37])=[C:28]([OH:38])[C:27]2[C:26](=[O:39])[CH:25]=[C:24]([NH:40][CH:41]4[C@H:46]([O:47][CH3:48])[C@H:45]([OH:49])[C@@H:44]([O:50][CH3:51])[C@H:43]([CH3:52])[O:42]4)[C:23](=[O:53])[C:22]=2[CH:21]=3)[C:17]2[C:12]([O:11][CH2:10][C:9]([OH:61])=[O:8])=[C:13]([C:57]([O:59][CH3:60])=[O:58])[C:14]([CH3:56])=[CH:15][C:16]=2[CH2:33]1. The yield is 0.660. (4) The reactants are [C:1]([C:4]1[S:5][C:6](Br)=[CH:7][CH:8]=1)(=O)[CH3:2].[Br:10][C:11]1[S:15][C:14]([C:16]([CH2:18][C:19]#[N:20])=[O:17])=[CH:13][CH:12]=1.C1(=O)CCCCC1.N1CCOCC1.[S]. No catalyst specified. The product is [NH2:20][C:19]1[S:5][C:6]2[CH2:2][CH2:1][CH2:4][CH2:8][C:7]=2[C:18]=1[C:16]([C:14]1[S:15][C:11]([Br:10])=[CH:12][CH:13]=1)=[O:17]. The yield is 0.660. (5) The reactants are [Br:1][C:2]1[CH:3]=[C:4]2[C:15](=[CH:16][CH:17]=1)[O:14][C:7]1[C:8]([F:13])=[N:9][C:10]([Cl:12])=[CH:11][C:6]=1[C:5]2([CH2:19][CH2:20][OH:21])O.[N:22]([Si](C)(C)C)=[N+:23]=[N-:24].B(F)(F)F.CCOCC. The catalyst is C1COCC1. The product is [N:22]([C:5]1([CH2:19][CH2:20][OH:21])[C:6]2[CH:11]=[C:10]([Cl:12])[N:9]=[C:8]([F:13])[C:7]=2[O:14][C:15]2[C:4]1=[CH:3][C:2]([Br:1])=[CH:17][CH:16]=2)=[N+:23]=[N-:24]. The yield is 0.800. (6) The reactants are [C:1]([Si:5]([CH3:13])([CH3:12])[O:6][CH2:7][CH2:8][CH:9]1[CH2:11][O:10]1)([CH3:4])([CH3:3])[CH3:2].[N-:14]=[N+:15]=[N-:16].[Na+].[NH4+].[Cl-]. The product is [N:14]([CH2:11][CH:9]([OH:10])[CH2:8][CH2:7][O:6][Si:5]([C:1]([CH3:4])([CH3:3])[CH3:2])([CH3:13])[CH3:12])=[N+:15]=[N-:16]. The catalyst is CO. The yield is 0.810. (7) The catalyst is O1CCOCC1.O. The reactants are Cl.[NH:2]1[CH2:8][CH2:7][CH2:6][C:5](=[O:9])[CH2:4][CH2:3]1.[C:10]([O:14][C:15](O[C:15]([O:14][C:10]([CH3:13])([CH3:12])[CH3:11])=[O:16])=[O:16])([CH3:13])([CH3:12])[CH3:11].C(=O)([O-])[O-].[Na+].[Na+]. The product is [C:10]([O:14][C:15]([N:2]1[CH2:8][CH2:7][CH2:6][C:5](=[O:9])[CH2:4][CH2:3]1)=[O:16])([CH3:13])([CH3:12])[CH3:11]. The yield is 0.930. (8) The reactants are [N:1]([CH:4]([C:6]1[N:7]=[C:8]2[S:21][CH:20]=[CH:19][N:9]2[C:10](=[O:18])[C:11]=1[C:12]1[CH:17]=[CH:16][CH:15]=[CH:14][CH:13]=1)[CH3:5])=[N+]=[N-].CP(C)C.C(OCC)(=O)C. The catalyst is O1CCCC1.O. The product is [NH2:1][CH:4]([C:6]1[N:7]=[C:8]2[S:21][CH:20]=[CH:19][N:9]2[C:10](=[O:18])[C:11]=1[C:12]1[CH:17]=[CH:16][CH:15]=[CH:14][CH:13]=1)[CH3:5]. The yield is 0.620.